This data is from NCI-60 drug combinations with 297,098 pairs across 59 cell lines. The task is: Regression. Given two drug SMILES strings and cell line genomic features, predict the synergy score measuring deviation from expected non-interaction effect. (1) Drug 1: CC1=C2C(C(=O)C3(C(CC4C(C3C(C(C2(C)C)(CC1OC(=O)C(C(C5=CC=CC=C5)NC(=O)OC(C)(C)C)O)O)OC(=O)C6=CC=CC=C6)(CO4)OC(=O)C)O)C)O. Drug 2: CC1CCCC2(C(O2)CC(NC(=O)CC(C(C(=O)C(C1O)C)(C)C)O)C(=CC3=CSC(=N3)C)C)C. Cell line: SW-620. Synergy scores: CSS=51.4, Synergy_ZIP=1.94, Synergy_Bliss=-0.574, Synergy_Loewe=-6.00, Synergy_HSA=2.21. (2) Drug 1: CC1=C(C=C(C=C1)C(=O)NC2=CC(=CC(=C2)C(F)(F)F)N3C=C(N=C3)C)NC4=NC=CC(=N4)C5=CN=CC=C5. Drug 2: CC1=C(C(=CC=C1)Cl)NC(=O)C2=CN=C(S2)NC3=CC(=NC(=N3)C)N4CCN(CC4)CCO. Cell line: CAKI-1. Synergy scores: CSS=3.71, Synergy_ZIP=8.25, Synergy_Bliss=5.39, Synergy_Loewe=0.557, Synergy_HSA=0.639. (3) Drug 1: C1CC(=O)NC(=O)C1N2CC3=C(C2=O)C=CC=C3N. Drug 2: COC1=C2C(=CC3=C1OC=C3)C=CC(=O)O2. Cell line: NCI-H322M. Synergy scores: CSS=6.55, Synergy_ZIP=5.32, Synergy_Bliss=5.63, Synergy_Loewe=7.45, Synergy_HSA=6.68. (4) Drug 1: CC1=C(C=C(C=C1)NC2=NC=CC(=N2)N(C)C3=CC4=NN(C(=C4C=C3)C)C)S(=O)(=O)N.Cl. Drug 2: C(=O)(N)NO. Cell line: UACC62. Synergy scores: CSS=7.00, Synergy_ZIP=-1.17, Synergy_Bliss=1.37, Synergy_Loewe=1.98, Synergy_HSA=1.61. (5) Drug 1: C1=CC=C(C=C1)NC(=O)CCCCCCC(=O)NO. Drug 2: CS(=O)(=O)CCNCC1=CC=C(O1)C2=CC3=C(C=C2)N=CN=C3NC4=CC(=C(C=C4)OCC5=CC(=CC=C5)F)Cl. Cell line: HOP-92. Synergy scores: CSS=14.6, Synergy_ZIP=-5.23, Synergy_Bliss=-7.31, Synergy_Loewe=2.96, Synergy_HSA=-2.72. (6) Drug 1: C1=CC(=C2C(=C1NCCNCCO)C(=O)C3=C(C=CC(=C3C2=O)O)O)NCCNCCO. Drug 2: CC1CCC2CC(C(=CC=CC=CC(CC(C(=O)C(C(C(=CC(C(=O)CC(OC(=O)C3CCCCN3C(=O)C(=O)C1(O2)O)C(C)CC4CCC(C(C4)OC)OCCO)C)C)O)OC)C)C)C)OC. Cell line: COLO 205. Synergy scores: CSS=54.5, Synergy_ZIP=4.93, Synergy_Bliss=3.85, Synergy_Loewe=0.796, Synergy_HSA=7.33.